Dataset: Reaction yield outcomes from USPTO patents with 853,638 reactions. Task: Predict the reaction yield, written as a fraction of the theoretical maximum amount of product (1.0 means a 100% yield; for example, 0.34 means a 34% yield). (1) The reactants are [C:1]([O:5][C:6]([N:8]1[C:12]2=[C:13]([NH2:28])[C:14]([NH:19][C:20]3[CH:25]=[CH:24][C:23]([I:26])=[CH:22][C:21]=3[F:27])=[C:15]([CH3:18])[C:16](=[O:17])[N:11]2[CH2:10][CH2:9]1)=[O:7])([CH3:4])([CH3:3])[CH3:2].[CH2:29]([O:36][CH:37]1[CH2:40][CH:39]([S:41](Cl)(=[O:43])=[O:42])[CH2:38]1)[C:30]1[CH:35]=[CH:34][CH:33]=[CH:32][CH:31]=1. The catalyst is N1C=CC=CC=1. The product is [C:1]([O:5][C:6]([N:8]1[C:12]2=[C:13]([NH:28][S:41]([CH:39]3[CH2:40][CH:37]([O:36][CH2:29][C:30]4[CH:35]=[CH:34][CH:33]=[CH:32][CH:31]=4)[CH2:38]3)(=[O:43])=[O:42])[C:14]([NH:19][C:20]3[CH:25]=[CH:24][C:23]([I:26])=[CH:22][C:21]=3[F:27])=[C:15]([CH3:18])[C:16](=[O:17])[N:11]2[CH2:10][CH2:9]1)=[O:7])([CH3:2])([CH3:3])[CH3:4]. The yield is 0.453. (2) The reactants are C[O:2][C:3](=[O:44])[CH:4]=[C:5]([C:7]1[CH:8]=[C:9]2[C:13](=[CH:14][CH:15]=1)[N:12](S(C1C=CC=CC=1)(=O)=O)[CH:11]=[C:10]2[C:25]1[CH:30]=[C:29]([C:31]([CH3:34])([CH3:33])[CH3:32])[CH:28]=[C:27]([C:35]([CH3:38])([CH3:37])[CH3:36])[C:26]=1[O:39][CH2:40][CH:41]([F:43])[F:42])[CH3:6].[OH-].[Na+]. The catalyst is CO.O1CCOCC1.Cl. The product is [C:35]([C:27]1[C:26]([O:39][CH2:40][CH:41]([F:43])[F:42])=[C:25]([C:10]2[C:9]3[C:13](=[CH:14][CH:15]=[C:7]([C:5]([CH3:6])=[CH:4][C:3]([OH:44])=[O:2])[CH:8]=3)[NH:12][CH:11]=2)[CH:30]=[C:29]([C:31]([CH3:33])([CH3:34])[CH3:32])[CH:28]=1)([CH3:36])([CH3:37])[CH3:38]. The yield is 0.430.